From a dataset of Reaction yield outcomes from USPTO patents with 853,638 reactions. Predict the reaction yield, written as a fraction of the theoretical maximum amount of product (1.0 means a 100% yield; for example, 0.34 means a 34% yield). (1) The reactants are [C:1]([CH:3](N1CCOCC1)[C:4]1[CH:5]=[C:6]([CH:9]=[CH:10][CH:11]=1)[C:7]#[N:8])#[N:2].[H-].[Na+].[Cl:20][C:21]1N=C(Cl)[CH:24]=[CH:23][N:22]=1.CN(C=[O:32])C. No catalyst specified. The product is [Cl:20][C:21]1[N:2]=[C:1]([C:3]([C:4]2[CH:5]=[C:6]([CH:9]=[CH:10][CH:11]=2)[C:7]#[N:8])=[O:32])[CH:24]=[CH:23][N:22]=1. The yield is 0.560. (2) The reactants are [OH:1][CH:2]1[CH2:5][N:4]([C:6]([O:8][C:9]([CH3:12])([CH3:11])[CH3:10])=[O:7])[CH2:3]1.[CH3:13][C:14]([Si:17](Cl)([CH3:19])[CH3:18])([CH3:16])[CH3:15]. The catalyst is C(Cl)Cl. The product is [Si:17]([O:1][CH:2]1[CH2:3][N:4]([C:6]([O:8][C:9]([CH3:12])([CH3:11])[CH3:10])=[O:7])[CH2:5]1)([C:14]([CH3:16])([CH3:15])[CH3:13])([CH3:19])[CH3:18]. The yield is 0.750. (3) The reactants are [NH2:1][C:2]1[CH:3]=[C:4]([S:8][C:9]2[CH:17]=[C:16]3[C:12]([C:13]([CH:18]=[CH:19][C:20]4[CH:25]=[CH:24][CH:23]=[CH:22][CH:21]=4)=[N:14][NH:15]3)=[CH:11][CH:10]=2)[CH:5]=[CH:6][CH:7]=1.N1C=CC=CC=1.[C:32](OC(=O)C)(=[O:34])[CH3:33]. The catalyst is ClCCl.O. The product is [C:32]([NH:1][C:2]1[CH:3]=[C:4]([S:8][C:9]2[CH:17]=[C:16]3[C:12]([C:13]([CH:18]=[CH:19][C:20]4[CH:25]=[CH:24][CH:23]=[CH:22][CH:21]=4)=[N:14][NH:15]3)=[CH:11][CH:10]=2)[CH:5]=[CH:6][CH:7]=1)(=[O:34])[CH3:33]. The yield is 0.970. (4) The reactants are Cl[C:2]1[N:10]=[CH:9][N:8]=[C:7]2[C:3]=1[N:4]=[CH:5][N:6]2[CH:11]1[CH2:16][CH2:15][CH2:14][CH2:13][O:12]1.ClC1N=CN=C2C=1NC=N2.Cl.[OH:28][C:29]1[C:36]([OH:37])=[CH:35][CH:34]=[CH:33][C:30]=1[CH2:31][NH2:32].C(N(CC)CC)C. The catalyst is C(O)CC. The product is [OH:28][C:29]1[C:36]([OH:37])=[CH:35][CH:34]=[CH:33][C:30]=1[CH2:31][NH:32][C:2]1[N:10]=[CH:9][N:8]=[C:7]2[C:3]=1[N:4]=[CH:5][N:6]2[CH:11]1[CH2:16][CH2:15][CH2:14][CH2:13][O:12]1. The yield is 0.600. (5) The reactants are [Br:1][C:2]1[CH:3]=[CH:4][C:5]([NH2:8])=[N:6][CH:7]=1.C(N(CC)CC)C.[C:16](O[C:16]([O:18][C:19]([CH3:22])([CH3:21])[CH3:20])=[O:17])([O:18][C:19]([CH3:22])([CH3:21])[CH3:20])=[O:17]. The catalyst is ClCCl.CN(C)C1C=CN=CC=1. The product is [Br:1][C:2]1[CH:3]=[CH:4][C:5]([NH:8][C:16](=[O:17])[O:18][C:19]([CH3:22])([CH3:21])[CH3:20])=[N:6][CH:7]=1. The yield is 0.790. (6) The reactants are C(O[C:4](=[O:10])[CH2:5][S:6]([CH3:9])(=[O:8])=[O:7])C.[H-].[Na+].[H][H].[CH3:15][N:16]1C(=O)O[C:19](=[O:20])[C:18]2=[CH:24][CH:25]=[CH:26][CH:27]=[C:17]12.Cl. The catalyst is CC(N(C)C)=O. The product is [OH:20][C:19]1[C:18]2[C:17](=[CH:27][CH:26]=[CH:25][CH:24]=2)[N:16]([CH3:15])[C:4](=[O:10])[C:5]=1[S:6]([CH3:9])(=[O:7])=[O:8]. The yield is 0.480. (7) The reactants are [F:1][C:2]([F:7])([CH2:5][OH:6])[CH2:3][OH:4].C(N(CC)CC)C.[CH3:15][S:16](Cl)(=[O:18])=[O:17]. The catalyst is C(Cl)Cl. The product is [CH3:15][S:16]([O:4][CH2:3][C:2]([F:7])([F:1])[CH2:5][O:6][S:16]([CH3:15])(=[O:18])=[O:17])(=[O:18])=[O:17]. The yield is 0.840. (8) The product is [F:28][CH:26]([F:27])[O:25][C:20]1[CH:21]=[C:22]2[C:17](=[CH:18][CH:19]=1)[CH:16]=[C:15]([C:9]1[C:8]3[C:12](=[CH:13][CH:14]=[C:6]([C:4]4[N:46]=[N:45][CH:43]([CH2:42][N:36]5[CH2:41][CH2:40][O:39][CH2:38][CH2:37]5)[N:5]=4)[CH:7]=3)[NH:11][N:10]=1)[CH:24]=[CH:23]2. No catalyst specified. The yield is 0.170. The reactants are C(O[C:4]([C:6]1[CH:7]=[C:8]2[C:12](=[CH:13][CH:14]=1)[NH:11][N:10]=[C:9]2[C:15]1[CH:24]=[CH:23][C:22]2[C:17](=[CH:18][CH:19]=[C:20]([O:25][CH:26]([F:28])[F:27])[CH:21]=2)[CH:16]=1)=[NH:5])C.C(N(CC)CC)C.[N:36]1([CH2:42][C:43]([NH:45][NH2:46])=O)[CH2:41][CH2:40][O:39][CH2:38][CH2:37]1.